From a dataset of hERG potassium channel inhibition data for cardiac toxicity prediction from Karim et al.. Regression/Classification. Given a drug SMILES string, predict its toxicity properties. Task type varies by dataset: regression for continuous values (e.g., LD50, hERG inhibition percentage) or binary classification for toxic/non-toxic outcomes (e.g., AMES mutagenicity, cardiotoxicity, hepatotoxicity). Dataset: herg_karim. (1) The compound is Cc1cc(N2CCOCC2)cc2[nH]c(-c3c(NC[C@@H](O)c4cccc(Cl)c4)cc[nH]c3=O)nc12. The result is 0 (non-blocker). (2) The compound is Cc1nc2c([nH]1)CCN(C(=O)c1ccc(NC(=O)c3ccccc3-c3ccccc3)cc1)c1ccccc1-2. The result is 1 (blocker). (3) The compound is CN1CCC(COCc2cc(C(F)(F)F)cc(N3CCCC3)n2)(c2ccccc2)CC1. The result is 1 (blocker). (4) The molecule is COc1ccc2nccc(C(O)CCC3CCN(CCSc4ccco4)CC3C(=O)O)c2c1. The result is 0 (non-blocker). (5) The compound is Cn1c(SCCCN2CC[C@]3(C[C@@H]3c3ccc(C(F)(F)F)cc3)C2)nnc1C1CCNC(=O)C1. The result is 0 (non-blocker). (6) The molecule is C[C@H]1[C@H](/C=C/c2ccc(-c3cccc4c3OC(F)(F)O4)cn2)[C@@H]2[C@@H](C)OC(=O)[C@]2(C(N)=O)CC1(F)F. The result is 0 (non-blocker). (7) The molecule is CC(=O)N1CCC[C@@H](c2nc(-c3ccc(C(=O)Nc4cc(C(F)(F)F)ccn4)cc3F)c3c(N)nccn23)C1. The result is 1 (blocker). (8) The molecule is Cn1c(CCCCN2CC3C[C@]3(c3ccc(C(F)(F)F)cc3)C2)nnc1-c1ccc(F)cc1. The result is 1 (blocker). (9) The result is 0 (non-blocker). The drug is CC(=O)NC1CC2CCC(C1)N2CCOc1ccc(Oc2nc3ncccc3s2)cc1.